Dataset: Experimentally validated miRNA-target interactions with 360,000+ pairs, plus equal number of negative samples. Task: Binary Classification. Given a miRNA mature sequence and a target amino acid sequence, predict their likelihood of interaction. (1) The miRNA is mmu-miR-9-5p with sequence UCUUUGGUUAUCUAGCUGUAUGA. The protein sequence of the target gene is MSSGALLPKPQMRGLLAKRLRVHIAGAFIVALGVAAAYKFGVAEPRKKAYAEFYRNYDSMKDFEEMRKAGIFQSAK. Result: 1 (interaction). (2) The miRNA is hsa-miR-4638-5p with sequence ACUCGGCUGCGGUGGACAAGU. The protein sequence of the target gene is MAPSTVAVEMLSPKEKNRLRKPVVEKMRRDRINSSIEQLKLLLEQEFARHQPNSKLEKADILEMAVSYLKHSKAFAAAAGPKSLHQDYSEGYSWCLQEAVQFLTLHAASDTQMKLLYHFQRPPAPAAPAKEPPAPGAAPQPARSSAKAAAAAVSTSRQPACGLWRPW. Result: 0 (no interaction). (3) The miRNA is hsa-miR-519d-3p with sequence CAAAGUGCCUCCCUUUAGAGUG. The protein sequence of the target gene is MERGDQPKRTRNENIFNCLYKNPEATFKLICFPWMGGGSTHFAKWGQDTHDLLEVHSLRLPGRESRVEEPLENDISQLVDEVVCALQPVIQDKPFAFFGHSMGSYIAFRTALGLKENNQPEPLHLFLSSATPVHSKAWHRIPKDDELSEEQISHYLMEFGGTPKHFAEAKEFVKQCSPIIRADLNIVRSCTSNVPSKAVLSCDLTCFVGSEDIAKDMEAWKDVTSGNAKIYQLPGGHFYLLDPANEKLIKNYIIKCLEVSSISNF. Result: 1 (interaction). (4) The miRNA is hsa-miR-3657 with sequence UGUGUCCCAUUAUUGGUGAUU. The protein sequence of the target gene is MNKMPAGEQECEYNKEGKYYSKGVKLVRKKKKIPGYRWGDIKINIIGEKDDLPIHFCDKCDLPIKIYGRIIPCKHAFCYHCANLYDKVGYKVCPRCRYPVLRIEAHKRGSVFMCSIVQQCKRTYLSQKSLQAHIKRRHKRARKQVTSASLEKVRPHIAPPQTEISDIPKRLQDRDHLSYIPPEQHTMVSLPSVQHMLQEQHNQPHKDIQAPPPELSLSLPFPIQWETVSIFTRKHGNLTVDHIQNNSDSGAKKPTPPDYYPECQSQPAVSSPHHIIPQKQHYAPPPSPSSPVNHQMPYPP.... Result: 0 (no interaction).